From a dataset of Reaction yield outcomes from USPTO patents with 853,638 reactions. Predict the reaction yield, written as a fraction of the theoretical maximum amount of product (1.0 means a 100% yield; for example, 0.34 means a 34% yield). (1) The reactants are [F:1][C:2]1[C:7]([F:8])=[C:6]([NH:9][C:10]2[CH:15]=[CH:14][C:13]([I:16])=[CH:12][C:11]=2[F:17])[C:5]([NH2:18])=[CH:4][CH:3]=1.[CH2:19]([S:23](Cl)(=[O:25])=[O:24])[CH2:20][CH2:21][CH3:22]. No catalyst specified. The product is [F:8][C:7]1[C:6]([NH:9][C:10]2[CH:15]=[CH:14][C:13]([I:16])=[CH:12][C:11]=2[F:17])=[C:5]([NH:18][S:23]([CH2:19][CH2:20][CH2:21][CH3:22])(=[O:25])=[O:24])[CH:4]=[CH:3][C:2]=1[F:1]. The yield is 0.550. (2) The reactants are [Cl:1][C:2]1[CH:3]=[N:4][C:5]2[N:6]([N:8]=[C:9]([C:11]([OH:13])=O)[CH:10]=2)[CH:7]=1.[CH3:14][CH:15]1[NH:20][CH2:19][CH2:18][N:17]2[CH:21]=[CH:22][CH:23]=[C:16]12.C(Cl)CCl.C1C=CC2N(O)N=NC=2C=1. The product is [Cl:1][C:2]1[CH:3]=[N:4][C:5]2[N:6]([N:8]=[C:9]([C:11]([N:20]3[CH2:19][CH2:18][N:17]4[CH:21]=[CH:22][CH:23]=[C:16]4[CH:15]3[CH3:14])=[O:13])[CH:10]=2)[CH:7]=1. The catalyst is CN(C=O)C.O. The yield is 0.910. (3) The reactants are FC(F)(F)C(O)=O.[CH3:8][O:9][C:10]1[CH:11]=[C:12]2[C:17](=[CH:18][C:19]=1[O:20][CH2:21][CH2:22][NH:23][C:24]([NH:33]C(OC(C)(C)C)=O)=[N:25]C(OC(C)(C)C)=O)[N:16]=[CH:15][CH:14]=[C:13]2[O:41][C:42]1[C:43]([CH3:52])=[N:44][C:45]2[C:50]([CH:51]=1)=[CH:49][CH:48]=[CH:47][CH:46]=2.[OH-].[Na+]. No catalyst specified. The product is [CH3:8][O:9][C:10]1[CH:11]=[C:12]2[C:17](=[CH:18][C:19]=1[O:20][CH2:21][CH2:22][NH:23][C:24]([NH2:33])=[NH:25])[N:16]=[CH:15][CH:14]=[C:13]2[O:41][C:42]1[C:43]([CH3:52])=[N:44][C:45]2[C:50]([CH:51]=1)=[CH:49][CH:48]=[CH:47][CH:46]=2. The yield is 1.00. (4) The reactants are [OH:1][C:2]1[C:11]2[C:6](=[CH:7][CH:8]=[CH:9][CH:10]=2)[N:5]=[CH:4][C:3]=1[C:12]([OH:14])=O.CN(C(ON1N=NC2C=CC=CC1=2)=[N+](C)C)C.F[P-](F)(F)(F)(F)F.CCN(C(C)C)C(C)C.[CH3:48][C:49]1[CH:54]=[CH:53][C:52]([N+:55]([O-])=O)=[CH:51][C:50]=1[NH2:58].O.O.Cl[Sn]Cl.C([O-])(O)=O.[Na+]. The catalyst is C1COCC1. The product is [NH2:55][C:52]1[CH:53]=[CH:54][C:49]([CH3:48])=[C:50]([NH:58][C:12]([C:3]2[C:2](=[O:1])[C:11]3[C:6](=[CH:7][CH:8]=[CH:9][CH:10]=3)[NH:5][CH:4]=2)=[O:14])[CH:51]=1. The yield is 0.0800. (5) The reactants are [OH-].[Na+].[CH3:3][O:4][C:5]1[CH:6]=[C:7]([CH:25]=[CH:26][C:27]=1[N+:28]([O-:30])=[O:29])[C:8]([C:10]1[N:18]2[C:13]([CH:14]=[CH:15][CH:16]=[CH:17]2)=[C:12]([C:19]([O:21]CC)=[O:20])[C:11]=1[CH3:24])=[O:9].CC1C(C(OCC)=O)=C2N(C=1)C=CC=C2. The catalyst is O1CCOCC1. The product is [CH3:3][O:4][C:5]1[CH:6]=[C:7]([CH:25]=[CH:26][C:27]=1[N+:28]([O-:30])=[O:29])[C:8]([C:10]1[N:18]2[C:13]([CH:14]=[CH:15][CH:16]=[CH:17]2)=[C:12]([C:19]([OH:21])=[O:20])[C:11]=1[CH3:24])=[O:9]. The yield is 1.00. (6) The reactants are [C:1]1(B(O)O)[CH:6]=[CH:5][CH:4]=[CH:3][CH:2]=1.Br[C:11]1[CH:38]=[CH:37][C:14]([CH2:15][CH2:16][N:17]2[CH2:22][CH2:21][CH:20]([C:23]([C:31]3[CH:36]=[CH:35][CH:34]=[CH:33][CH:32]=3)([C:25]3[CH:30]=[CH:29][CH:28]=[CH:27][CH:26]=3)[OH:24])[CH2:19][CH2:18]2)=[CH:13][CH:12]=1.C(=O)([O-])[O-].[K+].[K+]. The catalyst is CCOC(C)=O.C([O-])(O)=O.[Na+].[Pd](Cl)Cl.C(P(C(C)(C)C)[C-]1C=CC=C1)(C)(C)C.[C-]1(P(C(C)(C)C)C(C)(C)C)C=CC=C1.[Fe+2]. The product is [C:11]1([C:1]2[CH:6]=[CH:5][CH:4]=[CH:3][CH:2]=2)[CH:38]=[CH:37][C:14]([CH2:15][CH2:16][N:17]2[CH2:22][CH2:21][CH:20]([C:23]([C:31]3[CH:36]=[CH:35][CH:34]=[CH:33][CH:32]=3)([C:25]3[CH:30]=[CH:29][CH:28]=[CH:27][CH:26]=3)[OH:24])[CH2:19][CH2:18]2)=[CH:13][CH:12]=1. The yield is 0.790. (7) The reactants are [C:1]([C:3]1[C:4]([C:17]2[CH:22]=[CH:21][CH:20]=[CH:19][CH:18]=2)=[N:5][C:6]2[C:11]([N:12]=1)=[CH:10][C:9]([C:13]([O:15]C)=[O:14])=[CH:8][CH:7]=2)#N.[OH-].[Na+].Cl. The catalyst is CO.O. The product is [C:4]([C:17]1[CH:22]=[CH:21][C:1]([C:3]2[C:4]([C:17]3[CH:18]=[CH:19][CH:20]=[CH:21][CH:22]=3)=[N:5][C:6]3[C:11]([N:12]=2)=[CH:10][C:9]([C:13]([OH:15])=[O:14])=[CH:8][CH:7]=3)=[CH:19][CH:18]=1)#[N:5]. The yield is 0.460.